This data is from Full USPTO retrosynthesis dataset with 1.9M reactions from patents (1976-2016). The task is: Predict the reactants needed to synthesize the given product. (1) Given the product [CH2:1]([O:8][C:9](=[O:10])[NH:11][CH2:12][CH2:13][C:14](=[O:16])[NH:46][CH2:47][CH:48]([OH:52])[CH:49]([CH3:51])[CH3:50])[C:2]1[CH:3]=[CH:4][CH:5]=[CH:6][CH:7]=1, predict the reactants needed to synthesize it. The reactants are: [CH2:1]([O:8][C:9]([NH:11][CH2:12][CH2:13][C:14]([OH:16])=O)=[O:10])[C:2]1[CH:7]=[CH:6][CH:5]=[CH:4][CH:3]=1.Cl.CN(C)CCCN=C=NCC.OC1C2N=NNC=2C=CC=1.C(N(CC)CC)C.[NH2:46][CH2:47][CH:48]([OH:52])[CH:49]([CH3:51])[CH3:50]. (2) Given the product [Br:9][C:5]1[N:6]=[C:7]2[N:25]([CH2:24][C:23]3[C:22]([Cl:21])=[CH:29][CH:28]=[CH:27][C:26]=3[Cl:30])[CH2:11][CH2:12][NH:1][C:2]2=[N:3][CH:4]=1, predict the reactants needed to synthesize it. The reactants are: [NH2:1][C:2]1[C:7](Br)=[N:6][C:5]([Br:9])=[CH:4][N:3]=1.Cl[C:11]1C(F)=CC=C(F)[C:12]=1CN.[Cl:21][C:22]1[CH:29]=[CH:28][CH:27]=[C:26]([Cl:30])[C:23]=1[CH2:24][NH2:25].